This data is from Forward reaction prediction with 1.9M reactions from USPTO patents (1976-2016). The task is: Predict the product of the given reaction. (1) Given the reactants [N+:1]([C:4]1[CH:5]=[C:6]([C:10](=O)[CH3:11])[CH:7]=[CH:8][CH:9]=1)([O-:3])=[O:2].C([O-])(=O)C.[NH4+].C([BH3-])#[N:19].[Na+], predict the reaction product. The product is: [N+:1]([C:4]1[CH:5]=[C:6]([CH:10]([NH2:19])[CH3:11])[CH:7]=[CH:8][CH:9]=1)([O-:3])=[O:2]. (2) Given the reactants [O:1]=[C:2]1[NH:7][C:6](=[O:8])[CH:5]=[C:4]([O:9][CH2:10][C:11]([F:14])([F:13])[F:12])[N:3]1[CH2:15][C:16]1[CH:21]=[CH:20][C:19]([C:22]2[C:23]([C:28]#[N:29])=[CH:24][CH:25]=[CH:26][CH:27]=2)=[CH:18][CH:17]=1.Br[CH2:31][C:32]([C:34]1[CH:39]=[CH:38][C:37]([O:40][CH3:41])=[CH:36][CH:35]=1)=[O:33].CN(C)C=O.[H-].[Na+], predict the reaction product. The product is: [CH3:41][O:40][C:37]1[CH:38]=[CH:39][C:34]([C:32](=[O:33])[CH2:31][N:7]2[C:6](=[O:8])[CH:5]=[C:4]([O:9][CH2:10][C:11]([F:12])([F:13])[F:14])[N:3]([CH2:15][C:16]3[CH:21]=[CH:20][C:19]([C:22]4[C:23]([C:28]#[N:29])=[CH:24][CH:25]=[CH:26][CH:27]=4)=[CH:18][CH:17]=3)[C:2]2=[O:1])=[CH:35][CH:36]=1. (3) The product is: [N:20]1[CH:21]=[CH:22][C:17]([C:2]#[C:1][C:3]2[CH:8]=[CH:7][C:6]([CH2:9][CH2:10][C:11]([O:13][CH3:14])=[O:12])=[CH:5][CH:4]=2)=[CH:18][CH:19]=1. Given the reactants [C:1]([C:3]1[CH:8]=[CH:7][C:6]([CH2:9][CH2:10][C:11]([O:13][CH3:14])=[O:12])=[CH:5][CH:4]=1)#[CH:2].Cl.Br[C:17]1[CH:22]=[CH:21][N:20]=[CH:19][CH:18]=1, predict the reaction product. (4) Given the reactants [F:1][C:2]1[CH:10]=[CH:9][C:5]([C:6](Cl)=[O:7])=[CH:4][CH:3]=1.[CH3:11][NH:12][C@H:13]1[CH2:32][N:17]2[C:18]3[C:23]([C:24]([CH2:25][C:26]([O:28]CCC)=[O:27])=[C:16]2[CH2:15][CH2:14]1)=[CH:22][CH:21]=[CH:20][CH:19]=3, predict the reaction product. The product is: [F:1][C:2]1[CH:10]=[CH:9][C:5]([C:6]([N:12]([CH3:11])[C@H:13]2[CH2:32][N:17]3[C:18]4[C:23]([C:24]([CH2:25][C:26]([OH:28])=[O:27])=[C:16]3[CH2:15][CH2:14]2)=[CH:22][CH:21]=[CH:20][CH:19]=4)=[O:7])=[CH:4][CH:3]=1. (5) Given the reactants I[C:2]1[C:10]2[C:5](=[CH:6][C:7]([CH:11]=[O:12])=[CH:8][CH:9]=2)[N:4]([CH2:13][O:14][CH2:15][CH2:16][Si:17]([CH3:20])([CH3:19])[CH3:18])[N:3]=1.[NH:21]1[C:25]([C:26]2[CH:27]=[C:28](B(O)O)[CH:29]=[CH:30][CH:31]=2)=[N:24][N:23]=[N:22]1.C([O-])([O-])=O.[Na+].[Na+], predict the reaction product. The product is: [NH:24]1[C:25]([C:26]2[CH:31]=[C:30]([C:2]3[C:10]4[C:5](=[CH:6][C:7]([CH:11]=[O:12])=[CH:8][CH:9]=4)[N:4]([CH2:13][O:14][CH2:15][CH2:16][Si:17]([CH3:20])([CH3:19])[CH3:18])[N:3]=3)[CH:29]=[CH:28][CH:27]=2)=[N:21][N:22]=[N:23]1. (6) The product is: [CH3:1][N:2]1[CH2:7][CH2:6][CH2:5][C@@H:4]([CH2:8][O:9][C:10]2[C:18]3[C:17]4[CH:19]=[C:20]([C:23]#[N:24])[N:21]=[CH:22][C:16]=4[NH:15][C:14]=3[N:13]=[CH:12][CH:11]=2)[CH2:3]1. Given the reactants [CH3:1][N:2]1[CH2:7][CH2:6][CH2:5][C@@H:4]([CH2:8][O:9][C:10]2[C:18]3[C:17]4[CH:19]=[C:20]([C:23]#[N:24])[N:21]=[CH:22][C:16]=4[N:15](COCC[Si](C)(C)C)[C:14]=3[N:13]=[CH:12][CH:11]=2)[CH2:3]1.Br.[OH-].[Na+].Cl, predict the reaction product. (7) Given the reactants [CH:1]([C:4]1[N:5]=[C:6]([C:32]2[CH:37]=[CH:36][C:35]([C:38]([F:41])([F:40])[F:39])=[CH:34][CH:33]=2)[S:7][C:8]=1[CH2:9][CH2:10][C:11]([C:13]1[CH:18]=[CH:17][C:16]([NH:19][S:20]([C:23]2[CH:28]=[CH:27][CH:26]=[CH:25][C:24]=2[N+:29]([O-:31])=[O:30])(=[O:22])=[O:21])=[CH:15][CH:14]=1)=[O:12])([CH3:3])[CH3:2].IC.[C:44](=O)([O-])[O-].[K+].[K+].Cl, predict the reaction product. The product is: [CH:1]([C:4]1[N:5]=[C:6]([C:32]2[CH:33]=[CH:34][C:35]([C:38]([F:41])([F:39])[F:40])=[CH:36][CH:37]=2)[S:7][C:8]=1[CH2:9][CH2:10][C:11]([C:13]1[CH:18]=[CH:17][C:16]([N:19]([CH3:44])[S:20]([C:23]2[CH:28]=[CH:27][CH:26]=[CH:25][C:24]=2[N+:29]([O-:31])=[O:30])(=[O:21])=[O:22])=[CH:15][CH:14]=1)=[O:12])([CH3:3])[CH3:2].